Dataset: Peptide-MHC class II binding affinity with 134,281 pairs from IEDB. Task: Regression. Given a peptide amino acid sequence and an MHC pseudo amino acid sequence, predict their binding affinity value. This is MHC class II binding data. (1) The peptide sequence is AAATAGTTVYFAFAA. The MHC is HLA-DPA10103-DPB10601 with pseudo-sequence HLA-DPA10103-DPB10601. The binding affinity (normalized) is 0.126. (2) The peptide sequence is KTLILLETFVRVNPE. The MHC is DRB1_1101 with pseudo-sequence DRB1_1101. The binding affinity (normalized) is 0.466. (3) The peptide sequence is RRLRTLILAPTRVVA. The MHC is DRB1_0802 with pseudo-sequence DRB1_0802. The binding affinity (normalized) is 0.780. (4) The peptide sequence is VPAADKFKTFEAAFT. The MHC is DRB1_1501 with pseudo-sequence DRB1_1501. The binding affinity (normalized) is 0.435. (5) The peptide sequence is YKRTDIVEVDRDTAR. The MHC is HLA-DQA10601-DQB10402 with pseudo-sequence HLA-DQA10601-DQB10402. The binding affinity (normalized) is 0. (6) The peptide sequence is PCRAGFETNVSHNVQ. The MHC is HLA-DPA10201-DPB11401 with pseudo-sequence HLA-DPA10201-DPB11401. The binding affinity (normalized) is 0.